Dataset: Forward reaction prediction with 1.9M reactions from USPTO patents (1976-2016). Task: Predict the product of the given reaction. (1) Given the reactants [NH2:1][CH2:2][C@H:3]1[N:8]([C:9]([C:11]2[N:12]=[C:13]([CH3:23])[S:14][C:15]=2[C:16]2[CH:17]=[C:18]([CH3:22])[CH:19]=[CH:20][CH:21]=2)=[O:10])[CH2:7][C@H:6]2[C@@H:4]1[CH2:5]2.[CH3:24][N:25]1[CH:29]=[C:28]([C:30](O)=[O:31])[C:27]([CH3:33])=[N:26]1, predict the reaction product. The product is: [CH3:23][C:13]1[S:14][C:15]([C:16]2[CH:17]=[C:18]([CH3:22])[CH:19]=[CH:20][CH:21]=2)=[C:11]([C:9]([N:8]2[CH2:7][C@H:6]3[C@H:4]([CH2:5]3)[C@H:3]2[CH2:2][NH:1][C:30]([C:28]2[C:27]([CH3:33])=[N:26][N:25]([CH3:24])[CH:29]=2)=[O:31])=[O:10])[N:12]=1. (2) The product is: [NH2:25][C:23](=[O:24])/[C:22](/[C:20]#[N:21])=[N:11]/[NH:4][C:3]1[CH:5]=[C:6]([F:9])[CH:7]=[CH:8][C:2]=1[Br:1]. Given the reactants [Br:1][C:2]1[CH:8]=[CH:7][C:6]([F:9])=[CH:5][C:3]=1[NH2:4].Cl.[N:11]([O-])=O.[Na+].C([O-])(=O)C.[Na+].[C:20]([CH2:22][C:23]([NH2:25])=[O:24])#[N:21], predict the reaction product.